Task: Predict the reactants needed to synthesize the given product.. Dataset: Full USPTO retrosynthesis dataset with 1.9M reactions from patents (1976-2016) (1) Given the product [CH2:1]([N:3]1[C:7]2=[N:8][C:9]([CH2:33][CH3:34])=[C:10]([CH2:19][NH:20][C:21]([C:23]3[CH:24]=[C:25]([CH:30]=[CH:31][CH:32]=3)[C:26]([OH:28])=[O:27])=[O:22])[C:11]([NH:12][CH:13]3[CH2:18][CH2:17][O:16][CH2:15][CH2:14]3)=[C:6]2[CH:5]=[N:4]1)[CH3:2], predict the reactants needed to synthesize it. The reactants are: [CH2:1]([N:3]1[C:7]2=[N:8][C:9]([CH2:33][CH3:34])=[C:10]([CH2:19][NH:20][C:21]([C:23]3[CH:24]=[C:25]([CH:30]=[CH:31][CH:32]=3)[C:26]([O:28]C)=[O:27])=[O:22])[C:11]([NH:12][CH:13]3[CH2:18][CH2:17][O:16][CH2:15][CH2:14]3)=[C:6]2[CH:5]=[N:4]1)[CH3:2].[Li+].[OH-]. (2) Given the product [CH:1]1([N:4]([CH2:29][C:30]2[CH:35]=[C:34]([CH2:36][CH2:37][CH2:38][O:39][CH3:40])[CH:33]=[C:32]([O:41][CH2:42][CH2:43][O:44][CH3:45])[CH:31]=2)[C:5]([C@@H:7]2[C@:12]([C:14]3[CH:19]=[CH:18][C:17]([F:20])=[C:16]([F:21])[CH:15]=3)([O:13][CH2:48][CH3:49])[CH2:11][CH2:10][N:9]([C:22]([O:24][C:25]([CH3:28])([CH3:27])[CH3:26])=[O:23])[CH2:8]2)=[O:6])[CH2:3][CH2:2]1, predict the reactants needed to synthesize it. The reactants are: [CH:1]1([N:4]([CH2:29][C:30]2[CH:35]=[C:34]([CH2:36][CH2:37][CH2:38][O:39][CH3:40])[CH:33]=[C:32]([O:41][CH2:42][CH2:43][O:44][CH3:45])[CH:31]=2)[C:5]([C@@H:7]2[C@:12]([C:14]3[CH:19]=[CH:18][C:17]([F:20])=[C:16]([F:21])[CH:15]=3)([OH:13])[CH2:11][CH2:10][N:9]([C:22]([O:24][C:25]([CH3:28])([CH3:27])[CH3:26])=[O:23])[CH2:8]2)=[O:6])[CH2:3][CH2:2]1.[H-].[Na+].[CH2:48](I)[CH3:49]. (3) Given the product [C:38]([N:34]1[C:35]2[C:30](=[CH:29][C:28]([Br:27])=[CH:37][CH:36]=2)[N:31]([C:10]([O:5][CH:1]2[CH2:4][CH2:3][CH2:2]2)=[O:16])[CH2:32][C@@H:33]1[CH3:41])(=[O:40])[CH3:39], predict the reactants needed to synthesize it. The reactants are: [CH:1]1([OH:5])[CH2:4][CH2:3][CH2:2]1.ClC(Cl)(O[C:10](=[O:16])OC(Cl)(Cl)Cl)Cl.C(N(CC)C(C)C)(C)C.[Br:27][C:28]1[CH:29]=[C:30]2[C:35](=[CH:36][CH:37]=1)[N:34]([C:38](=[O:40])[CH3:39])[C@@H:33]([CH3:41])[CH2:32][NH:31]2.